This data is from Full USPTO retrosynthesis dataset with 1.9M reactions from patents (1976-2016). The task is: Predict the reactants needed to synthesize the given product. (1) Given the product [Cl:1][C:2]1[CH:3]=[CH:4][C:5]([N+:9]([O-:11])=[O:10])=[C:6]([CH:8]=1)[NH:7][CH3:12], predict the reactants needed to synthesize it. The reactants are: [Cl:1][C:2]1[CH:3]=[CH:4][C:5]([N+:9]([O-:11])=[O:10])=[C:6]([CH:8]=1)[NH2:7].[CH3:12]C(C)([O-])C.[K+].S(OC)(OC)(=O)=O. (2) Given the product [F:17][C:16]([F:19])([F:18])[O:15][C:12]1[CH:13]=[CH:14][C:9]([NH:8][C:4]2[N:5]=[CH:6][N:7]=[C:2]([C:27]3[CH:28]=[C:23]([CH:24]=[CH:25][CH:26]=3)[C:21]([NH2:20])=[O:22])[CH:3]=2)=[CH:10][CH:11]=1, predict the reactants needed to synthesize it. The reactants are: Cl[C:2]1[N:7]=[CH:6][N:5]=[C:4]([NH:8][C:9]2[CH:14]=[CH:13][C:12]([O:15][C:16]([F:19])([F:18])[F:17])=[CH:11][CH:10]=2)[CH:3]=1.[NH2:20][C:21]([C:23]1[CH:24]=[C:25](B(O)O)[CH:26]=[CH:27][CH:28]=1)=[O:22].C1C=CC(P(C2C=CC=CC=2)C2C=CC=CC=2)=CC=1.